Dataset: Reaction yield outcomes from USPTO patents with 853,638 reactions. Task: Predict the reaction yield, written as a fraction of the theoretical maximum amount of product (1.0 means a 100% yield; for example, 0.34 means a 34% yield). (1) The reactants are [CH3:1][NH:2]/[C:3](/[C:10]1[CH:15]=[CH:14][CH:13]=[CH:12][CH:11]=1)=[CH:4]\[C:5]([O:7][CH2:8][CH3:9])=[O:6].[Br:16][C:17]1[CH:23]=[CH:22]C(N)=[CH:19][C:18]=1[O:24][CH3:25].CC1C=CC(S([O-])(=O)=O)=CC=1.C1C=C[NH+]=CC=1. The catalyst is C(Cl)Cl. The product is [Br:16][C:17]1[CH:23]=[CH:22][C:1]([NH:2]/[C:3](/[C:10]2[CH:11]=[CH:12][CH:13]=[CH:14][CH:15]=2)=[CH:4]\[C:5]([O:7][CH2:8][CH3:9])=[O:6])=[CH:19][C:18]=1[O:24][CH3:25]. The yield is 0.870. (2) The reactants are [CH3:1][O:2][C:3]([C:5]1[CH:10]=[C:9]([N:11]=[N+]=[N-])[CH:8]=[CH:7][N:6]=1)=[O:4].[H][H]. The catalyst is CO.[Pd]. The product is [CH3:1][O:2][C:3]([C:5]1[CH:10]=[C:9]([NH2:11])[CH:8]=[CH:7][N:6]=1)=[O:4]. The yield is 0.900. (3) The reactants are [C:1]([C:5]1[CH:9]=[C:8]([CH2:10][CH2:11][C:12](O)=[O:13])[N:7]([CH2:15][C:16]2[CH:21]=[CH:20][C:19]([C:22]([F:25])([F:24])[F:23])=[CH:18][C:17]=2[Cl:26])[N:6]=1)([CH3:4])([CH3:3])[CH3:2].[CH3:27][O:28][CH2:29][CH2:30][CH2:31][S:32]([NH2:35])(=[O:34])=[O:33].N12CCCN=C1CCCCC2. The catalyst is O1CCCC1. The product is [C:1]([C:5]1[CH:9]=[C:8]([CH2:10][CH2:11][C:12]([NH:35][S:32]([CH2:31][CH2:30][CH2:29][O:28][CH3:27])(=[O:34])=[O:33])=[O:13])[N:7]([CH2:15][C:16]2[CH:21]=[CH:20][C:19]([C:22]([F:25])([F:24])[F:23])=[CH:18][C:17]=2[Cl:26])[N:6]=1)([CH3:3])([CH3:4])[CH3:2]. The yield is 0.550.